From a dataset of Peptide-MHC class I binding affinity with 185,985 pairs from IEDB/IMGT. Regression. Given a peptide amino acid sequence and an MHC pseudo amino acid sequence, predict their binding affinity value. This is MHC class I binding data. (1) The peptide sequence is DDVVLGAKSV. The MHC is Patr-B2401 with pseudo-sequence Patr-B2401. The binding affinity (normalized) is 0. (2) The peptide sequence is NLILNFLDWI. The MHC is HLA-A02:02 with pseudo-sequence HLA-A02:02. The binding affinity (normalized) is 0.313.